Dataset: Full USPTO retrosynthesis dataset with 1.9M reactions from patents (1976-2016). Task: Predict the reactants needed to synthesize the given product. (1) Given the product [Cl:34][C:35]1[CH:36]=[CH:37][C:38]([CH:41]2[NH:45][C:44]([C:46]3[CH:51]=[CH:50][C:49]([O:52][CH3:53])=[CH:48][C:47]=3[O:54][CH2:55][CH3:56])=[N:43][CH:42]2[CH2:57][CH2:58][CH2:59][CH2:60][CH3:61])=[CH:39][CH:40]=1, predict the reactants needed to synthesize it. The reactants are: ClC1C=CC(C(N)C(N)CCCCC)=CC=1.Cl.C(OC1C=C(OC)C=CC=1C(=N)OCC)C.[Cl:34][C:35]1[CH:40]=[CH:39][C:38]([CH:41]2[NH:45][C:44]([C:46]3[CH:51]=[CH:50][C:49]([O:52][CH3:53])=[CH:48][C:47]=3[O:54][CH2:55][CH3:56])=[N:43][CH:42]2[CH2:57][CH:58]2C[CH2:61][CH2:60][CH2:59]2)=[CH:37][CH:36]=1. (2) Given the product [CH:1]([O:4][CH2:5][CH2:6][NH:7][C:15](=[O:19])[CH:16]([CH3:18])[CH3:17])([CH3:3])[CH3:2], predict the reactants needed to synthesize it. The reactants are: [CH:1]([O:4][CH2:5][CH2:6][NH2:7])([CH3:3])[CH3:2].C(N(CC)CC)C.[C:15](Cl)(=[O:19])[CH:16]([CH3:18])[CH3:17]. (3) Given the product [NH:1]([C:31]([O:32][CH2:33][CH:34]=[CH2:35])=[O:36])[C@H:2]([C:28]([OH:30])=[O:29])[CH2:3][CH2:4][CH2:5][NH:6][C:7](=[NH:27])[NH:8][S:9]([C:12]1[C:25]([CH3:26])=[C:23]([CH3:24])[C:22]2[O:21][C:18]([CH3:20])([CH3:19])[CH2:17][CH2:16][C:15]=2[C:13]=1[CH3:14])(=[O:11])=[O:10], predict the reactants needed to synthesize it. The reactants are: [NH2:1][C@H:2]([C:28]([OH:30])=[O:29])[CH2:3][CH2:4][CH2:5][NH:6][C:7](=[NH:27])[NH:8][S:9]([C:12]1[C:25]([CH3:26])=[C:23]([CH3:24])[C:22]2[O:21][C:18]([CH3:20])([CH3:19])[CH2:17][CH2:16][C:15]=2[C:13]=1[CH3:14])(=[O:11])=[O:10].[C:31](O[C:31]([O:32][CH2:33][CH:34]=[CH2:35])=[O:36])(=[O:36])[O:32][CH2:33][CH:34]=[CH2:35].C([O-])([O-])=O.[Na+].[Na+]. (4) The reactants are: Cl.[OH:2][C@@H:3]1[CH2:7][NH:6][C@@H:5]([C:8]([O:10][CH3:11])=[O:9])[CH2:4]1.[Cl:12][CH2:13][C:14](Cl)=[O:15].C.C(OC)(C)(C)C. Given the product [Cl:12][CH2:13][C:14]([N:6]1[CH2:7][C@@H:3]([OH:2])[CH2:4][C@@H:5]1[C:8]([O:10][CH3:11])=[O:9])=[O:15], predict the reactants needed to synthesize it. (5) Given the product [CH3:32][N:33]1[CH:37]=[CH:36][C:35]([CH2:38][NH:39][C:20]([N:12]2[CH2:13][CH:14]([CH2:15][C:16]([CH3:19])([CH3:17])[CH3:18])[C:10]3([C:5]4[C:6](=[CH:7][C:2]([Cl:1])=[CH:3][CH:4]=4)[NH:8][C:9]3=[O:31])[CH:11]2[C:23]2[CH:28]=[CH:27][CH:26]=[C:25]([Cl:29])[C:24]=2[F:30])=[O:21])=[N:34]1, predict the reactants needed to synthesize it. The reactants are: [Cl:1][C:2]1[CH:7]=[C:6]2[NH:8][C:9](=[O:31])[C:10]3([CH:14]([CH2:15][C:16]([CH3:19])([CH3:18])[CH3:17])[CH2:13][N:12]([C:20](Cl)=[O:21])[CH:11]3[C:23]3[CH:28]=[CH:27][CH:26]=[C:25]([Cl:29])[C:24]=3[F:30])[C:5]2=[CH:4][CH:3]=1.[CH3:32][N:33]1[CH:37]=[CH:36][C:35]([CH2:38][NH2:39])=[N:34]1.